Dataset: Forward reaction prediction with 1.9M reactions from USPTO patents (1976-2016). Task: Predict the product of the given reaction. Given the reactants [CH3:1][N+:2]1[CH:6]=[CH:5][NH:4][CH:3]=1.[CH2:7]([Br:10])[CH:8]=[CH2:9], predict the reaction product. The product is: [Br-:10].[CH2:7]([N+:4]1[CH:5]=[CH:6][N:2]([CH3:1])[CH:3]=1)[CH:8]=[CH2:9].